Dataset: Catalyst prediction with 721,799 reactions and 888 catalyst types from USPTO. Task: Predict which catalyst facilitates the given reaction. Reactant: FC(F)(F)C(O)=O.[NH2:8][C:9]1[C:18]2[N:19]=[C:20]([CH2:32][CH2:33][CH2:34][CH3:35])[N:21]([CH2:22][CH2:23][NH:24]C(=O)OC(C)(C)C)[C:17]=2[C:16]2[N:15]=[CH:14][CH:13]=[CH:12][C:11]=2[N:10]=1. Product: [NH2:8][C:9]1[C:18]2[N:19]=[C:20]([CH2:32][CH2:33][CH2:34][CH3:35])[N:21]([CH2:22][CH2:23][NH2:24])[C:17]=2[C:16]2[N:15]=[CH:14][CH:13]=[CH:12][C:11]=2[N:10]=1. The catalyst class is: 4.